Dataset: Full USPTO retrosynthesis dataset with 1.9M reactions from patents (1976-2016). Task: Predict the reactants needed to synthesize the given product. Given the product [C:1]([N:5]1[C:9]([C:10]2[CH:15]=[CH:14][C:13]([F:16])=[CH:12][CH:11]=2)=[C:8]([C:17]2[S:18][CH:19]=[C:20]([CH2:22][C:23]([N:5]3[CH2:9][CH2:8][CH:29]([C:28]([OH:26])=[O:30])[CH2:2][CH2:1]3)=[O:24])[N:21]=2)[CH:7]=[N:6]1)([CH3:2])([CH3:3])[CH3:4], predict the reactants needed to synthesize it. The reactants are: [C:1]([N:5]1[C:9]([C:10]2[CH:15]=[CH:14][C:13]([F:16])=[CH:12][CH:11]=2)=[C:8]([C:17]2[S:18][CH:19]=[C:20]([CH2:22][C:23](O)=[O:24])[N:21]=2)[CH:7]=[N:6]1)([CH3:4])([CH3:3])[CH3:2].[OH-:26].[Na+].[CH2:28]([OH:30])[CH3:29].